From a dataset of Full USPTO retrosynthesis dataset with 1.9M reactions from patents (1976-2016). Predict the reactants needed to synthesize the given product. (1) Given the product [F:1][C:2]([F:7])([F:6])[C:3]([NH:35][C@@H:33]([CH3:34])[C@H:32]([O:31][C:27]1[CH:26]=[C:25]2[C:30](=[CH:29][CH:28]=1)[N:22]([C:19]1[CH:18]=[CH:17][C:16]([F:15])=[CH:21][CH:20]=1)[N:23]=[CH:24]2)[C:36]1[CH:37]=[N:38][C:39]2[C:44]([CH:45]=1)=[CH:43][CH:42]=[CH:41][CH:40]=2)=[O:4], predict the reactants needed to synthesize it. The reactants are: [F:1][C:2]([F:7])([F:6])[C:3](O)=[O:4].FC(F)(F)C(O)=O.[F:15][C:16]1[CH:21]=[CH:20][C:19]([N:22]2[C:30]3[C:25](=[CH:26][C:27]([O:31][C@H:32]([C:36]4[CH:37]=[N:38][C:39]5[C:44]([CH:45]=4)=[CH:43][CH:42]=[CH:41][CH:40]=5)[C@@H:33]([NH2:35])[CH3:34])=[CH:28][CH:29]=3)[CH:24]=[N:23]2)=[CH:18][CH:17]=1.CN(C)C(N(C)C)=N.FC(F)(F)C(OCC)=O. (2) Given the product [CH2:1]([C:3]1[S:28][C:6]2[N:7]([CH2:13][C:14]3[CH:19]=[CH:18][C:17]([C:20]4[C:21]([C:26]#[N:27])=[CH:22][CH:23]=[CH:24][CH:25]=4)=[CH:16][CH:15]=3)[C:8](=[O:12])[N:9]([CH2:30][C:31]([C:33]3[CH:38]=[CH:37][CH:36]=[CH:35][C:34]=3[O:39][CH3:40])=[O:32])[C:10](=[O:11])[C:5]=2[CH:4]=1)[CH3:2], predict the reactants needed to synthesize it. The reactants are: [CH2:1]([C:3]1[S:28][C:6]2[N:7]([CH2:13][C:14]3[CH:19]=[CH:18][C:17]([C:20]4[C:21]([C:26]#[N:27])=[CH:22][CH:23]=[CH:24][CH:25]=4)=[CH:16][CH:15]=3)[C:8](=[O:12])[NH:9][C:10](=[O:11])[C:5]=2[CH:4]=1)[CH3:2].Br[CH2:30][C:31]([C:33]1[CH:38]=[CH:37][CH:36]=[CH:35][C:34]=1[O:39][CH3:40])=[O:32].CN(C)C=O.[H-].[Na+]. (3) Given the product [Cl:1][C:2]1[CH:7]=[CH:6][C:5]([NH:8][C:9]([CH:11]2[CH2:20][CH2:19][C:18]3[C:13](=[CH:14][C:15]([O:21][C:27]4[CH:32]=[CH:31][N:30]=[C:29]([C:33]5[NH:34][CH2:35][CH2:36][N:37]=5)[CH:28]=4)=[CH:16][CH:17]=3)[CH2:12]2)=[O:10])=[CH:4][C:3]=1[C:22]([F:23])([F:24])[F:25], predict the reactants needed to synthesize it. The reactants are: [Cl:1][C:2]1[CH:7]=[CH:6][C:5]([NH:8][C:9]([CH:11]2[CH2:20][CH2:19][C:18]3[C:13](=[CH:14][C:15]([OH:21])=[CH:16][CH:17]=3)[CH2:12]2)=[O:10])=[CH:4][C:3]=1[C:22]([F:25])([F:24])[F:23].Cl[C:27]1[CH:32]=[CH:31][N:30]=[C:29]([C:33]2[NH:34][CH2:35][CH2:36][N:37]=2)[CH:28]=1.C([O-])([O-])=O.[Cs+].[Cs+].O. (4) Given the product [CH3:21][O:22][C:23]1[CH:24]=[C:25]([CH:26]=[CH:27][CH:28]=1)[O:29][C:2]1[CH:7]=[C:6]([CH3:8])[C:5]([C:9](=[O:11])[CH3:10])=[C:4]([CH3:12])[CH:3]=1, predict the reactants needed to synthesize it. The reactants are: Cl[C:2]1[CH:7]=[C:6]([CH3:8])[C:5]([C:9](=[O:11])[CH3:10])=[C:4]([CH3:12])[CH:3]=1.[O-]P([O-])([O-])=O.[K+].[K+].[K+].[CH3:21][O:22][C:23]1[CH:24]=[C:25]([OH:29])[CH:26]=[CH:27][CH:28]=1. (5) Given the product [C:1]([O:5][C:6](=[O:23])[NH:7][C:8]1[CH:13]=[CH:12][C:11]([C:14]2[CH:19]=[CH:18][CH:17]=[C:16]([F:20])[C:15]=2[F:21])=[CH:10][C:9]=1[NH:22][C:27](=[O:26])[CH2:28][C:29]([C:31]1[CH:38]=[CH:37][CH:36]=[C:33]([C:34]#[N:35])[CH:32]=1)=[O:30])([CH3:4])([CH3:2])[CH3:3], predict the reactants needed to synthesize it. The reactants are: [C:1]([O:5][C:6](=[O:23])[NH:7][C:8]1[CH:13]=[CH:12][C:11]([C:14]2[CH:19]=[CH:18][CH:17]=[C:16]([F:20])[C:15]=2[F:21])=[CH:10][C:9]=1[NH2:22])([CH3:4])([CH3:3])[CH3:2].CC1(C)[O:30][C:29]([C:31]2[CH:32]=[C:33]([CH:36]=[CH:37][CH:38]=2)[C:34]#[N:35])=[CH:28][C:27](=O)[O:26]1. (6) Given the product [NH2:25][C@@H:20]([CH2:21][CH:22]([CH3:24])[CH3:23])[CH2:19][O:18][C:15]1[CH:16]=[CH:17][C:12]2[C:11]3[C:6](=[CH:7][N:8]=[CH:9][CH:10]=3)[C:5](=[O:33])[N:4]([CH:1]([CH3:2])[CH3:3])[C:13]=2[CH:14]=1, predict the reactants needed to synthesize it. The reactants are: [CH:1]([N:4]1[C:13]2[CH:14]=[C:15]([O:18][CH2:19][C@@H:20]([NH:25]C(=O)OC(C)(C)C)[CH2:21][CH:22]([CH3:24])[CH3:23])[CH:16]=[CH:17][C:12]=2[C:11]2[C:6](=[CH:7][N:8]=[CH:9][CH:10]=2)[C:5]1=[O:33])([CH3:3])[CH3:2].Cl.C(OCC)C. (7) Given the product [Cl:7][C:8]1[N:9]=[C:10]([N:28]2[CH2:33][CH2:32][O:31][CH2:30][CH2:29]2)[C:11]2[S:16][C:15]([C:17]3[CH:18]=[C:19]([S:23]([CH2:24][C@@H:25]([OH:27])[CH3:26])(=[O:1])=[O:34])[CH:20]=[CH:21][CH:22]=3)=[CH:14][C:12]=2[N:13]=1, predict the reactants needed to synthesize it. The reactants are: [OH:1]OS([O-])=O.[K+].[Cl:7][C:8]1[N:9]=[C:10]([N:28]2[CH2:33][CH2:32][O:31][CH2:30][CH2:29]2)[C:11]2[S:16][C:15]([C:17]3[CH:18]=[C:19]([S:23][CH2:24][C@@H:25]([OH:27])[CH3:26])[CH:20]=[CH:21][CH:22]=3)=[CH:14][C:12]=2[N:13]=1.[OH2:34]. (8) Given the product [CH3:1][O:2][C:3]1[CH:4]=[C:5]2[C:8](=[CH:9][C:10]=1[O:11][CH3:12])[C@@H:7]([CH2:13][NH:14][CH2:23][CH:22]=[CH2:21])[CH2:6]2, predict the reactants needed to synthesize it. The reactants are: [CH3:1][O:2][C:3]1[CH:4]=[C:5]2[C:8](=[CH:9][C:10]=1[O:11][CH3:12])[C@@H:7]([CH2:13][NH2:14])[CH2:6]2.C(=O)([O-])[O-].[K+].[K+].[CH2:21](Br)[CH:22]=[CH2:23].